Dataset: Full USPTO retrosynthesis dataset with 1.9M reactions from patents (1976-2016). Task: Predict the reactants needed to synthesize the given product. (1) Given the product [Br:1][C:2]1[CH:9]=[CH:8][C:5]([NH:6][CH3:7])=[C:4]([N+:10]([O-:12])=[O:11])[C:3]=1[O:20][C:14]1[CH:19]=[CH:18][CH:17]=[CH:16][CH:15]=1, predict the reactants needed to synthesize it. The reactants are: [Br:1][C:2]1[CH:9]=[CH:8][C:5]([NH:6][CH3:7])=[C:4]([N+:10]([O-:12])=[O:11])[C:3]=1F.[C:14]1([OH:20])[CH:19]=[CH:18][CH:17]=[CH:16][CH:15]=1. (2) Given the product [F:12][C:10]1[CH:9]=[C:8]2[C:3]([C:4](=[O:13])[NH:5][CH:6]=[N:7]2)=[C:2]([O:17][CH:14]([CH3:16])[CH3:15])[CH:11]=1, predict the reactants needed to synthesize it. The reactants are: F[C:2]1[CH:11]=[C:10]([F:12])[CH:9]=[C:8]2[C:3]=1[C:4](=[O:13])[NH:5][CH:6]=[N:7]2.[CH:14]([OH:17])([CH3:16])[CH3:15]. (3) The reactants are: [F:1][C:2]1[CH:7]=[C:6]([OH:8])[CH:5]=[C:4]([F:9])[C:3]=1[C:10]1[CH:11]=[C:12]2[C:17](=[CH:18][CH:19]=1)[CH:16]=[C:15]([OH:20])[CH:14]=[CH:13]2.C1C(=O)N([Cl:28])C(=O)C1. Given the product [Cl:28][C:16]1[C:17]2[C:12](=[CH:11][C:10]([C:3]3[C:2]([F:1])=[CH:7][C:6]([OH:8])=[CH:5][C:4]=3[F:9])=[CH:19][CH:18]=2)[CH:13]=[CH:14][C:15]=1[OH:20], predict the reactants needed to synthesize it. (4) The reactants are: [ClH:1].Cl.C1(O)CCCC1.C(OC([N:16]1[CH2:21][CH2:20][N:19]([C:22](=O)[CH:23]([C:35]2([OH:42])[CH2:39][CH2:38][CH2:37][C:36]2([CH3:41])[CH3:40])[C:24]2[CH:29]=[CH:28][CH:27]=[C:26]([O:30][C:31]([F:34])([F:33])[F:32])[CH:25]=2)[CH2:18][CH2:17]1)=O)(C)(C)C. Given the product [ClH:1].[ClH:1].[CH3:40][C:36]1([CH3:41])[CH2:37][CH2:38][CH2:39][C:35]1([CH:23]([C:24]1[CH:29]=[CH:28][CH:27]=[C:26]([O:30][C:31]([F:34])([F:32])[F:33])[CH:25]=1)[CH2:22][N:19]1[CH2:18][CH2:17][NH:16][CH2:21][CH2:20]1)[OH:42], predict the reactants needed to synthesize it. (5) Given the product [CH:11]1([C:10]2[O:9][N:8]=[C:7]([C:14]3[CH:15]=[CH:16][CH:17]=[CH:18][CH:19]=3)[C:6]=2[C:4]([OH:5])=[O:3])[CH2:12][CH2:13]1, predict the reactants needed to synthesize it. The reactants are: C([O:3][C:4]([C:6]1[C:7]([C:14]2[CH:19]=[CH:18][CH:17]=[CH:16][CH:15]=2)=[N:8][O:9][C:10]=1[CH:11]1[CH2:13][CH2:12]1)=[O:5])C.[OH-].[Na+].